Dataset: Full USPTO retrosynthesis dataset with 1.9M reactions from patents (1976-2016). Task: Predict the reactants needed to synthesize the given product. (1) The reactants are: [NH:1]1[C:9]2[C:4](=[CH:5][CH:6]=[N:7][CH:8]=2)[CH:3]=[CH:2]1.[CH3:10][C:11]([O:14][C:15](O[C:15]([O:14][C:11]([CH3:13])([CH3:12])[CH3:10])=[O:16])=[O:16])([CH3:13])[CH3:12]. Given the product [N:1]1([C:15]([O:14][C:11]([CH3:13])([CH3:12])[CH3:10])=[O:16])[C:9]2=[CH:8][N:7]=[CH:6][CH:5]=[C:4]2[CH:3]=[CH:2]1, predict the reactants needed to synthesize it. (2) Given the product [C:31]([C:30]1[CH:29]=[CH:28][C:27]([C:21]2([F:20])[CH2:26][CH2:25][N:24]([C:8]([C:7]3[C:6]([CH2:17][CH3:18])=[CH:5][C:4]([CH:1]4[CH2:2][CH2:3]4)=[C:12]([CH:11]=3)[C:13]([O:15][CH3:16])=[O:14])=[O:10])[CH2:23][CH2:22]2)=[CH:34][CH:33]=1)#[N:32], predict the reactants needed to synthesize it. The reactants are: [CH:1]1([C:4]2[C:12]([C:13]([O:15][CH3:16])=[O:14])=[CH:11][C:7]([C:8]([OH:10])=O)=[C:6]([CH2:17][CH3:18])[CH:5]=2)[CH2:3][CH2:2]1.Cl.[F:20][C:21]1([C:27]2[CH:34]=[CH:33][C:30]([C:31]#[N:32])=[CH:29][CH:28]=2)[CH2:26][CH2:25][NH:24][CH2:23][CH2:22]1.CCN(C(C)C)C(C)C.CN(C(ON1N=NC2C=CC=CC1=2)=[N+](C)C)C.F[P-](F)(F)(F)(F)F. (3) Given the product [CH3:17][N:18]([CH3:20])/[CH:19]=[CH:1]/[C:2]1[C:11]([N+:12]([O-:14])=[O:13])=[C:10]2[C:5]([CH:6]=[CH:7][CH:8]=[N:9]2)=[CH:4][CH:3]=1, predict the reactants needed to synthesize it. The reactants are: [CH3:1][C:2]1[C:11]([N+:12]([O-:14])=[O:13])=[C:10]2[C:5]([CH:6]=[CH:7][CH:8]=[N:9]2)=[CH:4][CH:3]=1.CO[CH:17](OC)[N:18]([CH3:20])[CH3:19].O.